From a dataset of Full USPTO retrosynthesis dataset with 1.9M reactions from patents (1976-2016). Predict the reactants needed to synthesize the given product. (1) Given the product [CH2:15]([S:16][C:2]1[CH:3]=[N:4][CH:5]=[C:6]([CH3:8])[CH:7]=1)[C:9]1[CH:14]=[CH:13][CH:12]=[CH:11][CH:10]=1, predict the reactants needed to synthesize it. The reactants are: Br[C:2]1[CH:3]=[N:4][CH:5]=[C:6]([CH3:8])[CH:7]=1.[C:9]1([CH2:15][SH:16])[CH:14]=[CH:13][CH:12]=[CH:11][CH:10]=1.C(N(CC)C(C)C)(C)C. (2) Given the product [CH2:1]([N:4]([CH2:11][CH:12]=[CH2:13])[C@H:5]1[C@H:6]([NH2:16])[CH2:7][O:8][CH2:9]1)[CH:2]=[CH2:3], predict the reactants needed to synthesize it. The reactants are: [CH2:1]([N:4]([CH2:11][CH:12]=[CH2:13])[C@@H:5]1[CH2:9][O:8][CH2:7][C@H:6]1O)[CH:2]=[CH2:3].C([N:16](CC)CC)C.S(Cl)(C)(=O)=O.[OH-].[NH4+].